Dataset: Reaction yield outcomes from USPTO patents with 853,638 reactions. Task: Predict the reaction yield, written as a fraction of the theoretical maximum amount of product (1.0 means a 100% yield; for example, 0.34 means a 34% yield). (1) The reactants are [CH3:1][N:2]1[CH:6]=[C:5]([C:7]2[CH:8]=[C:9]3[C:14](=[C:15]([O:17]COCC[Si](C)(C)C)[CH:16]=2)[N:13]=[CH:12][N:11](COCC[Si](C)(C)C)[C:10]3=[O:34])[C:4]([C:35]([O:37][CH3:38])=[O:36])=[N:3]1. The catalyst is O.C(O)=O. The product is [OH:17][C:15]1[CH:16]=[C:7]([C:5]2[C:4]([C:35]([O:37][CH3:38])=[O:36])=[N:3][N:2]([CH3:1])[CH:6]=2)[CH:8]=[C:9]2[C:14]=1[N:13]=[CH:12][NH:11][C:10]2=[O:34]. The yield is 0.520. (2) The reactants are [CH2:1]1[O:9][C:8]2[CH:7]=[CH:6][C:5](B(O)O)=[CH:4][C:3]=2[O:2]1.Br[C:14]1[CH:18]=[CH:17][S:16][C:15]=1[S:19]([N:22]1[CH:26]=[CH:25][CH:24]=[CH:23]1)(=[O:21])=[O:20]. No catalyst specified. The product is [CH2:1]1[O:9][C:8]2[CH:7]=[CH:6][C:5]([C:14]3[CH:18]=[CH:17][S:16][C:15]=3[S:19]([N:22]3[CH:26]=[CH:25][CH:24]=[CH:23]3)(=[O:20])=[O:21])=[CH:4][C:3]=2[O:2]1. The yield is 0.900. (3) The reactants are [CH2:1]([NH:3][C:4]([C:6]1[CH:7]=[CH:8][C:9]2[C:10](=[C:21]3[CH2:26][CH2:25][N:24](C(=O)C(F)(F)F)[CH2:23][CH2:22]3)[C:11]3[C:16]([O:17][C:18]=2[CH:19]=1)=[C:15]([OH:20])[CH:14]=[CH:13][CH:12]=3)=[O:5])[CH3:2].C([O-])([O-])=O.[K+].[K+]. The catalyst is CO.O. The product is [CH2:1]([NH:3][C:4]([C:6]1[CH:7]=[CH:8][C:9]2[C:10](=[C:21]3[CH2:26][CH2:25][NH:24][CH2:23][CH2:22]3)[C:11]3[C:16]([O:17][C:18]=2[CH:19]=1)=[C:15]([OH:20])[CH:14]=[CH:13][CH:12]=3)=[O:5])[CH3:2]. The yield is 0.380.